This data is from Full USPTO retrosynthesis dataset with 1.9M reactions from patents (1976-2016). The task is: Predict the reactants needed to synthesize the given product. (1) Given the product [C:20]([O:24][C:25](=[O:37])[CH2:26][C@@H:27]([O:35][CH3:36])[C@@H:28]([N:33]([C:16](=[O:18])[C@H:12]([CH:13]([CH3:14])[CH3:15])[NH:11][C:9]([O:8][CH2:1][C:2]1[CH:3]=[CH:4][CH:5]=[CH:6][CH:7]=1)=[O:10])[CH3:34])[C@@H:29]([CH3:32])[CH2:30][CH3:31])([CH3:22])([CH3:21])[CH3:23], predict the reactants needed to synthesize it. The reactants are: [CH2:1]([O:8][C:9]([NH:11][C@H:12]([C:16]([OH:18])=O)[CH:13]([CH3:15])[CH3:14])=[O:10])[C:2]1[CH:7]=[CH:6][CH:5]=[CH:4][CH:3]=1.Cl.[C:20]([O:24][C:25](=[O:37])[CH2:26][C@@H:27]([O:35][CH3:36])[C@@H:28]([NH:33][CH3:34])[C@@H:29]([CH3:32])[CH2:30][CH3:31])([CH3:23])([CH3:22])[CH3:21].Cl.CN(C)CCCN=C=NCC.O.ON1C2C=CC=CC=2N=N1.C(N(CC)C(C)C)(C)C.[Cl-].[NH4+]. (2) Given the product [Br:8][C:6]1[CH:7]=[C:2]([NH:10][C@H:11]([CH3:20])[C:12]([NH:14][CH2:15][C:16]([F:17])([F:18])[F:19])=[O:13])[CH:3]=[N:4][CH:5]=1, predict the reactants needed to synthesize it. The reactants are: Br[C:2]1[CH:3]=[N:4][CH:5]=[C:6]([Br:8])[CH:7]=1.Cl.[NH2:10][C@H:11]([CH3:20])[C:12]([NH:14][CH2:15][C:16]([F:19])([F:18])[F:17])=[O:13].C(=O)([O-])[O-].[K+].[K+].